This data is from Reaction yield outcomes from USPTO patents with 853,638 reactions. The task is: Predict the reaction yield, written as a fraction of the theoretical maximum amount of product (1.0 means a 100% yield; for example, 0.34 means a 34% yield). (1) The catalyst is S(Cl)(Cl)=O.C1(C)C=CC=CC=1. The product is [F:1][C:2]1[CH:7]=[CH:6][C:5]([CH:8]2[C:16]3[C:11](=[CH:12][C:13]([C:17]([NH2:21])=[O:18])=[CH:14][CH:15]=3)[C:10](=[O:20])[O:9]2)=[CH:4][CH:3]=1. The reactants are [F:1][C:2]1[CH:7]=[CH:6][C:5]([CH:8]2[C:16]3[C:11](=[CH:12][C:13]([C:17](O)=[O:18])=[CH:14][CH:15]=3)[C:10](=[O:20])[O:9]2)=[CH:4][CH:3]=1.[NH3:21]. The yield is 0.800. (2) The reactants are Br[C:2]1[CH:8]=[CH:7][C:5]([NH2:6])=[C:4]([Cl:9])[CH:3]=1.[N:10]1[CH:15]=[CH:14][CH:13]=[C:12](B(O)O)[CH:11]=1. No catalyst specified. The product is [Cl:9][C:4]1[CH:3]=[C:2]([C:12]2[CH:11]=[N:10][CH:15]=[CH:14][CH:13]=2)[CH:8]=[CH:7][C:5]=1[NH2:6]. The yield is 0.940. (3) The yield is 0.870. The product is [C:12]([O:16][C:17]([NH:1][C:2]1[CH:3]=[CH:4][C:5]([CH2:8][C:9]([OH:11])=[O:10])=[CH:6][CH:7]=1)=[O:18])([CH3:15])([CH3:14])[CH3:13]. The catalyst is C1COCC1.O. The reactants are [NH2:1][C:2]1[CH:7]=[CH:6][C:5]([CH2:8][C:9]([OH:11])=[O:10])=[CH:4][CH:3]=1.[C:12]([O:16][C:17](O[C:17]([O:16][C:12]([CH3:15])([CH3:14])[CH3:13])=[O:18])=[O:18])([CH3:15])([CH3:14])[CH3:13]. (4) The reactants are [Br:1][CH2:2][CH2:3][CH2:4][OH:5].[O:6]1[CH:11]=[CH:10][CH2:9][CH2:8][CH2:7]1. The catalyst is C(Cl)Cl.CC1C=CC(S([O-])(=O)=O)=CC=1.C1C=C[NH+]=CC=1. The product is [Br:1][CH2:2][CH2:3][CH2:4][O:5][CH:7]1[CH2:8][CH2:9][CH2:10][CH2:11][O:6]1. The yield is 0.690. (5) The reactants are C([Sn](CCCC)(CCCC)[C:6]1[CH:11]=[N:10][CH:9]=[CH:8][N:7]=1)CCC.FC(F)(F)S(O[C:26]1[C@@:30]2([CH3:46])[CH2:31][CH2:32][C@H:33]3[C@H:42]([C@@H:29]2[CH2:28][CH:27]=1)[CH2:41][CH:40]=[C:39]1[C@:34]3([CH3:45])[CH2:35][CH2:36][C:37](=[O:44])[N:38]1[CH3:43])(=O)=O. The catalyst is CN(C=O)C.C1C=CC([P]([Pd]([P](C2C=CC=CC=2)(C2C=CC=CC=2)C2C=CC=CC=2)([P](C2C=CC=CC=2)(C2C=CC=CC=2)C2C=CC=CC=2)[P](C2C=CC=CC=2)(C2C=CC=CC=2)C2C=CC=CC=2)(C2C=CC=CC=2)C2C=CC=CC=2)=CC=1. The product is [CH3:43][N:38]1[C:39]2[C@@:34]([CH3:45])([C@H:33]3[CH2:32][CH2:31][C@@:30]4([CH3:46])[C@@H:29]([CH2:28][CH:27]=[C:26]4[C:6]4[CH:11]=[N:10][CH:9]=[CH:8][N:7]=4)[C@@H:42]3[CH2:41][CH:40]=2)[CH2:35][CH2:36][C:37]1=[O:44]. The yield is 0.0300. (6) The reactants are [OH:1][N:2]1[C:7](=[O:8])[C:6]([CH2:9][C:10]2[CH:15]=[CH:14][C:13]([C:16]3[C:17]([C:22]#[N:23])=[CH:18][CH:19]=[CH:20][CH:21]=3)=[CH:12][CH:11]=2)=[C:5]([CH2:24][CH2:25][CH3:26])[N:4]=[C:3]1[CH3:27].[C:28]1(P(C2C=CC=CC=2)C2C=CC=CC=2)[CH:33]=CC=C[CH:29]=1.N(C(OC(C)C)=O)=NC(OC(C)C)=O.[C:61]([O:64][CH2:65][CH3:66])(=O)[CH3:62]. The catalyst is O1CCCC1.O. The product is [CH3:62][C@@H:61]1[CH2:33][CH:28]([O:1][N:2]2[C:7](=[O:8])[C:6]([CH2:9][C:10]3[CH:11]=[CH:12][C:13]([C:16]4[C:17]([C:22]#[N:23])=[CH:18][CH:19]=[CH:20][CH:21]=4)=[CH:14][CH:15]=3)=[C:5]([CH2:24][CH2:25][CH3:26])[N:4]=[C:3]2[CH3:27])[CH2:29][C@H:65]([CH3:66])[O:64]1. The yield is 0.950. (7) The reactants are COC[N:4]1[C:12]2[C:7](=[CH:8][CH:9]=[CH:10][C:11]=2[NH:13][S:14]([C:17]2[S:18][CH:19]=[CH:20][CH:21]=2)(=[O:16])=[O:15])[CH:6]=[C:5]1[C:22]([NH2:24])=[O:23].I[CH:26]([CH3:28])[CH3:27].C(=O)([O-])[O-].[K+].[K+].C(=O)C=O. The catalyst is C(OCC)(=O)C.[Cl-].[Na+].O.CCCCCC.O.CO.CN(C)C(=O)C. The product is [CH:26]([N:13]([S:14]([C:17]1[S:18][CH:19]=[CH:20][CH:21]=1)(=[O:15])=[O:16])[C:11]1[CH:10]=[CH:9][CH:8]=[C:7]2[C:12]=1[NH:4][C:5]([C:22]([NH2:24])=[O:23])=[CH:6]2)([CH3:28])[CH3:27]. The yield is 0.340.